This data is from Peptide-MHC class I binding affinity with 185,985 pairs from IEDB/IMGT. The task is: Regression. Given a peptide amino acid sequence and an MHC pseudo amino acid sequence, predict their binding affinity value. This is MHC class I binding data. The peptide sequence is LQFAYSNRNR. The MHC is HLA-A03:01 with pseudo-sequence HLA-A03:01. The binding affinity (normalized) is 0.372.